From a dataset of Experimentally validated miRNA-target interactions with 360,000+ pairs, plus equal number of negative samples. Binary Classification. Given a miRNA mature sequence and a target amino acid sequence, predict their likelihood of interaction. (1) The miRNA is hsa-miR-4475 with sequence CAAGGGACCAAGCAUUCAUUAU. The protein sequence of the target gene is MAPSPRTSSRQDATALPSMSSTFWAFMILASLLIAYCSQLAAGTCEIVTLDRDSSQPRRTIARQTARCACRKGQIAGTTRARPACVDARIIKTKQWCDMLPCLEGEGCDLLINRSGWTCTQPGGRIKTTTVS. Result: 0 (no interaction). (2) The miRNA is hsa-miR-1183 with sequence CACUGUAGGUGAUGGUGAGAGUGGGCA. The protein sequence of the target gene is MSRPLITRSPASPLNNQGIPTPAQLTKSNAPVHIDVGGHMYTSSLATLTKYPESRIGRLFDGTEPIVLDSLKQHYFIDRDGQMFRYILNFLRTSKLLIPDDFKDYTLLYEEAKYFQLQPMLLEMERWKQDRETGRFSRPCECLVVRVAPDLGERITLSGDKSLIEEVFPEIGDVMCNSVNAGWNHDSTHVIRFPLNGYCHLNSVQVLERLQQRGFEIVGSCGGGVDSSQFSEYVLRRELRRTPRVPSVIRIKQEPLD. Result: 0 (no interaction). (3) The miRNA is mmu-miR-665-3p with sequence ACCAGGAGGCUGAGGUCCCU. The protein sequence of the target gene is MFSDNSHCPDCGQQWFPSLELGHWLYQTELVENECYQVFLDRINRADYCPECYPDNPANRSLVLPWSFPLEWAPQNLTRWTFEKACHPFLLGPPLVRKKIHDSRVAGFNPALQLILSRTDKTLNKKLGQSK. Result: 1 (interaction). (4) The miRNA is hsa-miR-181d-3p with sequence CCACCGGGGGAUGAAUGUCAC. The protein sequence of the target gene is MLAADDIGEVPAAPCCPESGDETKNTDVKSDVNTAAPAGSEQLSQGGSDDALLSYVSAFIEKEVGSDLKSLKTLGKLIEQMTESKVKLEEQVLTISSEIPKRIQSALKDAEESKQLLDEFLEQEAPLFSSISSHLLMAQPWMDDLGAMITQMEEIERHLAYLKWVSQTEELSDNIQQYLMTNSVPEAASLLVTMTELDIQLQESSCTHLLSFMRATVKFWHKILKDKLTSDFEEVLAQLHWPFTSHTQSQTVGGSRPAGTPELYSSLDTLFCQLLKLQASDELLTEPKQLPEKYCLPASP.... Result: 0 (no interaction). (5) Result: 1 (interaction). The miRNA is hsa-miR-3613-3p with sequence ACAAAAAAAAAAGCCCAACCCUUC. The protein sequence of the target gene is MSSAPRSPTPRPRRMKKDESFLGKLGGTLARKRRAREVSDLQEEGKNAINSPMSPALVDVHPEDTQLEENEERTMIDPTSKEDPKFKELVKVLLDWINDVLVEERIIVKQLEEDLYDGQVLQKLLEKLAGCKLNVAEVTQSEIGQKQKLQTVLEAVHDLLRPRGWALRWSVDSIHGKNLVAILHLLVSLAMHFRAPIRLPEHVTVQVVVVRKREGLLHSSHISEELTTTTEMMMGRFERDAFDTLFDHAPDKLSVVKKSLITFVNKHLNKLNLEVTELETQFADGVYLVLLMGLLEDYFV....